From a dataset of Reaction yield outcomes from USPTO patents with 853,638 reactions. Predict the reaction yield, written as a fraction of the theoretical maximum amount of product (1.0 means a 100% yield; for example, 0.34 means a 34% yield). (1) The reactants are [F:1][C:2]1[CH:7]=[CH:6][C:5]([S:8]([NH:11][C@H:12]([C:15]2[CH:20]=[CH:19][CH:18]=[CH:17][CH:16]=2)[CH2:13][CH3:14])(=[O:10])=[O:9])=[CH:4][CH:3]=1.O[CH2:22][C:23]1[CH:32]=[CH:31][C:26]([C:27]([O:29][CH3:30])=[O:28])=[CH:25][CH:24]=1. No catalyst specified. The product is [F:1][C:2]1[CH:7]=[CH:6][C:5]([S:8]([N:11]([CH2:22][C:23]2[CH:32]=[CH:31][C:26]([C:27]([O:29][CH3:30])=[O:28])=[CH:25][CH:24]=2)[C@H:12]([C:15]2[CH:16]=[CH:17][CH:18]=[CH:19][CH:20]=2)[CH2:13][CH3:14])(=[O:10])=[O:9])=[CH:4][CH:3]=1. The yield is 0.610. (2) The reactants are [NH2:1][C:2]1[CH:3]=[C:4]([CH:10]=[CH:11][CH:12]=1)[C:5]([O:7][CH2:8][CH3:9])=[O:6].[F:13][C:14]([F:27])([O:18][C:19]1[CH:20]=[C:21]([CH:24]=[CH:25][CH:26]=1)[CH:22]=O)[CH:15]([F:17])[F:16].C(O)(=O)C.[BH-](OC(C)=O)(OC(C)=O)OC(C)=O.[Na+]. The catalyst is ClC(Cl)C. The product is [F:13][C:14]([F:27])([O:18][C:19]1[CH:20]=[C:21]([CH2:22][NH:1][C:2]2[CH:3]=[C:4]([CH:10]=[CH:11][CH:12]=2)[C:5]([O:7][CH2:8][CH3:9])=[O:6])[CH:24]=[CH:25][CH:26]=1)[CH:15]([F:16])[F:17]. The yield is 0.980. (3) The reactants are [CH2:1]([C:4]1[NH:8][C:7]2[CH:9]=[CH:10][CH:11]=[CH:12][C:6]=2[N:5]=1)[CH2:2][CH3:3].Br[CH2:14][C:15]1[CH:36]=[CH:35][C:18]2/[C:19](=[C:29](/[CH:32]3[CH2:34][CH2:33]3)\[C:30]#[N:31])/[C:20]3[CH:27]=[CH:26][C:25]([F:28])=[CH:24][C:21]=3[O:22][CH2:23][C:17]=2[CH:16]=1. No catalyst specified. The product is [CH:32]1(/[C:29](=[C:19]2\[C:20]3[CH:27]=[CH:26][C:25]([F:28])=[CH:24][C:21]=3[O:22][CH2:23][C:17]3[CH:16]=[C:15]([CH2:14][N:8]4[C:7]5[CH:9]=[CH:10][CH:11]=[CH:12][C:6]=5[N:5]=[C:4]4[CH2:1][CH2:2][CH3:3])[CH:36]=[CH:35][C:18]\2=3)/[C:30]#[N:31])[CH2:34][CH2:33]1. The yield is 0.920. (4) The reactants are [Cl:1][C:2]1[C:3]([Cl:23])=[CH:4][C:5]2[C:6]3[CH2:15][CH2:14][N:13]([C:16]([O:18][C:19]([CH3:22])([CH3:21])[CH3:20])=[O:17])[CH2:12][CH2:11][C:7]=3[NH:8][C:9]=2[CH:10]=1.[H-].[Na+].Br[CH2:27][CH2:28][O:29][C:30]1[CH:35]=[CH:34][CH:33]=[CH:32][CH:31]=1. The catalyst is CN(C=O)C. The product is [Cl:1][C:2]1[C:3]([Cl:23])=[CH:4][C:5]2[C:6]3[CH2:15][CH2:14][N:13]([C:16]([O:18][C:19]([CH3:20])([CH3:22])[CH3:21])=[O:17])[CH2:12][CH2:11][C:7]=3[N:8]([CH2:27][CH2:28][O:29][C:30]3[CH:35]=[CH:34][CH:33]=[CH:32][CH:31]=3)[C:9]=2[CH:10]=1. The yield is 0.760.